This data is from Full USPTO retrosynthesis dataset with 1.9M reactions from patents (1976-2016). The task is: Predict the reactants needed to synthesize the given product. (1) Given the product [Cl:1][C:2]1[CH:7]=[CH:6][CH:5]=[CH:4][C:3]=1[C:8]1[CH:9]=[C:10]2[NH:13][CH:18]=[CH:17][C:15](=[O:16])[N:11]2[N:12]=1, predict the reactants needed to synthesize it. The reactants are: [Cl:1][C:2]1[CH:7]=[CH:6][CH:5]=[CH:4][C:3]=1[C:8]1[CH:9]=[C:10]([NH2:13])[NH:11][N:12]=1.[Na].[CH:15]([CH2:17][C:18](OCC)=O)=[O:16].Cl. (2) Given the product [F:26][C:19]1[CH:18]=[C:17]2[C:22]([C:23](=[O:25])[CH:24]=[C:15]([C:13]([NH:12][CH:9]3[CH2:8][CH2:7][N:6]([CH2:5][C:4]4[CH:27]=[CH:28][C:29]5[O:30][CH2:37][C:38](=[O:39])[NH:1][C:2]=5[CH:3]=4)[CH2:11][CH2:10]3)=[O:14])[O:16]2)=[CH:21][CH:20]=1, predict the reactants needed to synthesize it. The reactants are: [NH2:1][C:2]1[CH:3]=[C:4]([CH:27]=[CH:28][C:29]=1[OH:30])[CH2:5][N:6]1[CH2:11][CH2:10][CH:9]([NH:12][C:13]([C:15]2[O:16][C:17]3[C:22]([C:23](=[O:25])[CH:24]=2)=[CH:21][CH:20]=[C:19]([F:26])[CH:18]=3)=[O:14])[CH2:8][CH2:7]1.C(=O)([O-])[O-].[K+].[K+].[CH3:37][C:38](C)=[O:39].BrCC(Br)=O.